From a dataset of Forward reaction prediction with 1.9M reactions from USPTO patents (1976-2016). Predict the product of the given reaction. (1) Given the reactants [F:1][C:2]1[CH:9]=[CH:8][C:5]([CH2:6][NH2:7])=[CH:4][CH:3]=1.O=[C:11]1[CH2:16][CH2:15][N:14]([C:17]([O:19][CH2:20][C:21]2[CH:26]=[CH:25][CH:24]=[CH:23][CH:22]=2)=[O:18])[CH2:13][CH2:12]1.C([BH3-])#N.[Na+], predict the reaction product. The product is: [CH2:20]([O:19][C:17]([N:14]1[CH2:15][CH2:16][CH:11]([NH:7][CH2:6][C:5]2[CH:8]=[CH:9][C:2]([F:1])=[CH:3][CH:4]=2)[CH2:12][CH2:13]1)=[O:18])[C:21]1[CH:22]=[CH:23][CH:24]=[CH:25][CH:26]=1. (2) Given the reactants [N-:1]=[N+:2]=[N-:3].[Na+].C1(P(C2C=CC=CC=2)C2C=CC=CC=2)C=CC=CC=1.[CH3:24][C:25]1[CH:26]=[C:27]([CH2:31]O)[O:28][C:29]=1[CH3:30].C(Br)(Br)(Br)Br, predict the reaction product. The product is: [N:1]([CH2:31][C:27]1[O:28][C:29]([CH3:30])=[C:25]([CH3:24])[CH:26]=1)=[N+:2]=[N-:3]. (3) Given the reactants [CH3:1][O:2][C:3]1[CH:4]=[C:5]([NH:11]N=C(C2C=CC=CC=2)C2C=CC=CC=2)[CH:6]=[CH:7][C:8]=1[O:9][CH3:10].[CH3:26][C:27](=O)[CH2:28][CH2:29][CH2:30][CH3:31].CC1C=CC(S(O)(=O)=O)=CC=1.O.C([O-])(O)=O.[Na+], predict the reaction product. The product is: [CH3:10][O:9][C:8]1[CH:7]=[C:6]2[C:5](=[CH:4][C:3]=1[O:2][CH3:1])[NH:11][C:27]([CH3:26])=[C:28]2[CH2:29][CH2:30][CH3:31]. (4) Given the reactants Cl[CH2:2][CH2:3][C:4]([C:6]1[CH:11]=[CH:10][C:9]([Cl:12])=[CH:8][CH:7]=1)=[O:5].[N:13]1[CH:18]=[CH:17][CH:16]=[CH:15][C:14]=1[N:19]1[CH2:24][CH2:23][NH:22][CH2:21][CH2:20]1, predict the reaction product. The product is: [Cl:12][C:9]1[CH:10]=[CH:11][C:6]([C:4](=[O:5])[CH2:3][CH2:2][N:22]2[CH2:23][CH2:24][N:19]([C:14]3[CH:15]=[CH:16][CH:17]=[CH:18][N:13]=3)[CH2:20][CH2:21]2)=[CH:7][CH:8]=1. (5) Given the reactants [F:1][C:2]1[CH:7]=[CH:6][C:5]([C:8]2[O:12][C:11]([CH:13]3[CH2:18][CH2:17][CH2:16][N:15](C(OC(C)(C)C)=O)[CH2:14]3)=[N:10][CH:9]=2)=[CH:4][CH:3]=1.[F:26][C:27]([F:32])([F:31])[C:28]([O-:30])=[O:29], predict the reaction product. The product is: [OH:30][C:28]([C:27]([F:32])([F:31])[F:26])=[O:29].[F:1][C:2]1[CH:7]=[CH:6][C:5]([C:8]2[O:12][C:11]([CH:13]3[CH2:18][CH2:17][CH2:16][NH:15][CH2:14]3)=[N:10][CH:9]=2)=[CH:4][CH:3]=1. (6) Given the reactants [CH:1]1([CH2:7][C:8]2[N:9]=[C:10]([C:13]3[N:17]=[C:16]([CH2:18][C:19]([CH3:25])([CH3:24])[C:20]([O:22]C)=[O:21])[O:15][N:14]=3)[S:11][CH:12]=2)[CH2:6][CH2:5][CH2:4][CH2:3][CH2:2]1.Br[C:27]1[CH:36]=[CH:35][C:34]([S:37]([NH:40][C@@H:41]([CH3:46])[C:42]([F:45])([F:44])[F:43])(=[O:39])=[O:38])=[C:33]2[C:28]=1[CH:29]=[CH:30][N:31]=[CH:32]2, predict the reaction product. The product is: [CH:1]1([CH2:7][C:8]2[N:9]=[C:10]([C:13]3[N:17]=[C:16]([CH2:18][C:19]([CH3:24])([CH3:25])[C:20]([OH:22])=[O:21])[O:15][N:14]=3)[S:11][C:12]=2[C:27]2[CH:36]=[CH:35][C:34]([S:37](=[O:38])(=[O:39])[NH:40][C@@H:41]([CH3:46])[C:42]([F:43])([F:44])[F:45])=[C:33]3[C:28]=2[CH:29]=[CH:30][N:31]=[CH:32]3)[CH2:2][CH2:3][CH2:4][CH2:5][CH2:6]1. (7) Given the reactants [CH3:1][NH:2][C@@H:3]1[C:8]2[CH:9]=[CH:10][CH:11]=[CH:12][C:7]=2[C@H:6]([C:13]2[CH:14]=[CH:15][C:16]([Cl:20])=[C:17]([Cl:19])[CH:18]=2)[CH2:5][CH2:4]1.[ClH:21].CN1CCCC1=O, predict the reaction product. The product is: [CH3:1][NH:2][C@@H:3]1[C:8]2[CH:9]=[CH:10][CH:11]=[CH:12][C:7]=2[C@H:6]([C:13]2[CH:14]=[CH:15][C:16]([Cl:20])=[C:17]([Cl:19])[CH:18]=2)[CH2:5][CH2:4]1.[ClH:21]. (8) Given the reactants [C:1]([O:5][C:6](=[O:12])[NH:7][CH2:8][C@@H:9]([OH:11])[CH3:10])([CH3:4])([CH3:3])[CH3:2].I[CH3:14], predict the reaction product. The product is: [C:1]([O:5][C:6](=[O:12])[NH:7][CH2:8][C@@H:9]([O:11][CH3:14])[CH3:10])([CH3:2])([CH3:4])[CH3:3]. (9) Given the reactants [C:1]([O:5][C:6](=[O:14])[NH:7][CH2:8][CH2:9][CH2:10][N:11]=[N+:12]=[N-:13])([CH3:4])([CH3:3])[CH3:2].[C:15]([O:19][CH3:20])(=[O:18])[C:16]#[CH:17].C(O)[C@H](O)[C@H]1OC(=O)C(O)=C1[O-].[Na+].C(O)(C)(C)C, predict the reaction product. The product is: [CH3:20][O:19][C:15]([C:16]1[N:13]=[N:12][N:11]([CH2:10][CH2:9][CH2:8][NH:7][C:6]([O:5][C:1]([CH3:4])([CH3:2])[CH3:3])=[O:14])[CH:17]=1)=[O:18].